This data is from Reaction yield outcomes from USPTO patents with 853,638 reactions. The task is: Predict the reaction yield, written as a fraction of the theoretical maximum amount of product (1.0 means a 100% yield; for example, 0.34 means a 34% yield). (1) The catalyst is CO. The reactants are [NH2:1][C:2]1[CH:7]=[CH:6][C:5]([N:8]2[CH2:13][CH2:12][C:11](=O)[CH2:10][CH2:9]2)=[CH:4][CH:3]=1.Cl.[O:16]([NH2:18])[CH3:17]. The yield is 0.640. The product is [CH3:17][O:16][N:18]=[C:11]1[CH2:12][CH2:13][N:8]([C:5]2[CH:6]=[CH:7][C:2]([NH2:1])=[CH:3][CH:4]=2)[CH2:9][CH2:10]1. (2) The reactants are [C:1]([O:4][C@@H:5]1[C@@H:9]([CH2:10][O:11][C:12](=[O:14])[CH3:13])[O:8][C@@H:7]([N:15]2[CH:22]=[CH:21][C:19](=[O:20])[NH:18][C:16]2=[O:17])[CH2:6]1)(=[O:3])[CH3:2].S(=O)(=O)(O)O.[F:28][C:29](I)([F:31])[F:30].OO. The catalyst is [CH-]1C=CC=C1.[CH-]1C=CC=C1.[Fe+2].CS(C)=O. The product is [F:28][C:29]([F:31])([F:30])[C:21]1[C:19](=[O:20])[NH:18][C:16](=[O:17])[N:15]([CH:22]=1)[C@@H:7]1[O:8][C@H:9]([CH2:10][O:11][C:12](=[O:14])[CH3:13])[C@@H:5]([O:4][C:1](=[O:3])[CH3:2])[CH2:6]1. The yield is 0.750. (3) The reactants are [ClH:1].[NH2:2][C:3]1[N:8]=[C:7]([NH:9][C:10]2[CH:11]=[C:12]([CH:25]=[CH:26][CH:27]=2)[C:13]([NH:15][C:16]2[CH:21]=[CH:20][C:19]([N+:22]([O-])=O)=[CH:18][CH:17]=2)=[O:14])[CH:6]=[C:5]([CH3:28])[N:4]=1. The catalyst is [Pd].CO. The product is [ClH:1].[NH2:2][C:3]1[N:8]=[C:7]([NH:9][C:10]2[CH:11]=[C:12]([CH:25]=[CH:26][CH:27]=2)[C:13]([NH:15][C:16]2[CH:21]=[CH:20][C:19]([NH2:22])=[CH:18][CH:17]=2)=[O:14])[CH:6]=[C:5]([CH3:28])[N:4]=1. The yield is 0.580. (4) The reactants are [NH2:1][C:2]1[CH:7]=[CH:6][C:5]([S:8][C:9]2[CH:24]=[CH:23][C:12]([C:13]([NH:15][C:16]3[CH:21]=[CH:20][C:19]([Br:22])=[CH:18][CH:17]=3)=[O:14])=[CH:11][C:10]=2[NH:25][C:26]2[C:27]3[CH:35]=[CH:34][C:33]([CH:36]([CH3:38])[CH3:37])=[N:32][C:28]=3[N:29]=[CH:30][N:31]=2)=[CH:4][CH:3]=1.N([O-])=O.[Na+].[N-:43]=[N+:44]=[N-].[Na+].C([O-])(=O)C.[Na+].[OH-].[Na+]. The catalyst is Cl.O.C(OCC)(=O)C. The product is [N:1]([C:2]1[CH:7]=[CH:6][C:5]([S:8][C:9]2[CH:24]=[CH:23][C:12]([C:13]([NH:15][C:16]3[CH:17]=[CH:18][C:19]([Br:22])=[CH:20][CH:21]=3)=[O:14])=[CH:11][C:10]=2[NH:25][C:26]2[C:27]3[CH:35]=[CH:34][C:33]([CH:36]([CH3:38])[CH3:37])=[N:32][C:28]=3[N:29]=[CH:30][N:31]=2)=[CH:4][CH:3]=1)=[N+:43]=[N-:44]. The yield is 0.320. (5) The reactants are [C:1]([S:5]([C:8]1[CH:9]=[C:10]2[C:15](=[CH:16][C:17]=1[O:18]C)[N:14]=[CH:13][CH:12]=[C:11]2[NH:20][C:21]1[C:25]([CH3:26])=[C:24]([CH3:27])[NH:23][N:22]=1)(=[O:7])=[O:6])([CH3:4])([CH3:3])[CH3:2].CC([S-])C.[Na+]. The catalyst is CN(C=O)C. The product is [C:1]([S:5]([C:8]1[CH:9]=[C:10]2[C:15](=[CH:16][C:17]=1[OH:18])[N:14]=[CH:13][CH:12]=[C:11]2[NH:20][C:21]1[C:25]([CH3:26])=[C:24]([CH3:27])[NH:23][N:22]=1)(=[O:6])=[O:7])([CH3:4])([CH3:3])[CH3:2]. The yield is 0.140. (6) The reactants are FC(F)(F)C(O)=O.[NH2:8][C:9]12[CH2:16][CH2:15][C:12]([C:17]([O:19][CH2:20][CH3:21])=[O:18])([CH2:13][CH2:14]1)[CH2:11][CH2:10]2.[F:22][C@@H:23]1[CH2:27][N:26]([C:28](=[O:40])[CH2:29]OS(C2C=CC=CC=2)(=O)=O)[C@H:25]([C:41]#[N:42])[CH2:24]1.[I-].[K+]. No catalyst specified. The product is [CH2:20]([O:19][C:17]([C:12]12[CH2:11][CH2:10][C:9]([NH:8][CH2:29][C:28]([N:26]3[CH2:27][C@@H:23]([F:22])[CH2:24][C@H:25]3[C:41]#[N:42])=[O:40])([CH2:16][CH2:15]1)[CH2:14][CH2:13]2)=[O:18])[CH3:21]. The yield is 0.730.